Predict the reactants needed to synthesize the given product. From a dataset of Full USPTO retrosynthesis dataset with 1.9M reactions from patents (1976-2016). Given the product [NH2:1][C:2]1[N:7]=[C:6]([NH:10][C@H:11]2[CH2:16][CH2:15][C@H:14]([OH:17])[CH2:13][CH2:12]2)[CH:5]=[C:4]([CH3:9])[N:3]=1, predict the reactants needed to synthesize it. The reactants are: [NH2:1][C:2]1[N:7]=[C:6](Cl)[CH:5]=[C:4]([CH3:9])[N:3]=1.[NH2:10][C@H:11]1[CH2:16][CH2:15][C@H:14]([OH:17])[CH2:13][CH2:12]1.C(=O)([O-])[O-].[K+].[K+].C(N(C(C)C)CC)(C)C.